This data is from Full USPTO retrosynthesis dataset with 1.9M reactions from patents (1976-2016). The task is: Predict the reactants needed to synthesize the given product. (1) Given the product [NH2:8][C:6]1[CH:5]=[C:4]([Cl:9])[N:3]=[C:2]([NH:10][C:11]2[CH:18]=[CH:17][C:14]([C:15]#[N:16])=[CH:13][CH:12]=2)[N:7]=1, predict the reactants needed to synthesize it. The reactants are: Cl[C:2]1[N:7]=[C:6]([NH2:8])[CH:5]=[C:4]([Cl:9])[N:3]=1.[NH2:10][C:11]1[CH:18]=[CH:17][C:14]([C:15]#[N:16])=[CH:13][CH:12]=1.Cl.C1C(Cl)=C(N)C(Cl)=CC=1O. (2) Given the product [OH:76][CH:73]1[CH2:74][CH2:75][N:70]([C:31]([CH:28]2[CH2:29][CH2:30][CH:25]([NH:24][C:20]3[N:19]=[C:18]([C:15]4[N:11]5[CH:12]=[CH:13][CH:14]=[C:9]([O:8][CH2:7][CH2:6][CH2:5][S:2]([CH3:1])(=[O:3])=[O:4])[C:10]5=[N:17][CH:16]=4)[CH:23]=[CH:22][N:21]=3)[CH2:26][CH2:27]2)=[O:32])[CH2:71][CH2:72]1, predict the reactants needed to synthesize it. The reactants are: [CH3:1][S:2]([CH2:5][CH2:6][CH2:7][O:8][C:9]1[C:10]2[N:11]([C:15]([C:18]3[CH:23]=[CH:22][N:21]=[C:20]([NH:24][CH:25]4[CH2:30][CH2:29][CH:28]([C:31](O)=[O:32])[CH2:27][CH2:26]4)[N:19]=3)=[CH:16][N:17]=2)[CH:12]=[CH:13][CH:14]=1)(=[O:4])=[O:3].F[P-](F)(F)(F)(F)F.N1(O[P+](N(C)C)(N(C)C)N(C)C)C2C=CC=CC=2N=N1.CCN(C(C)C)C(C)C.[NH:70]1[CH2:75][CH2:74][CH:73]([OH:76])[CH2:72][CH2:71]1. (3) Given the product [CH:1]([N:4]1[C:8]([C:20]2[N:21]=[C:22]3[CH2:28][CH2:27][O:26][C:25]4[CH:29]=[C:30]([C:33]([O:35][CH3:36])=[O:34])[CH:31]=[N:32][C:24]=4[N:23]3[CH:19]=2)=[CH:7][CH:6]=[N:5]1)([CH3:2])[CH3:3], predict the reactants needed to synthesize it. The reactants are: [CH:1]([N:4]1[C:8](B2OC(C)(C)C(C)(C)O2)=[CH:7][CH:6]=[N:5]1)([CH3:3])[CH3:2].I[C:19]1[N:23]2[C:24]3[N:32]=[CH:31][C:30]([C:33]([O:35][CH3:36])=[O:34])=[CH:29][C:25]=3[O:26][CH2:27][CH2:28][C:22]2=[N:21][CH:20]=1.ClCCl.C([O-])(=O)C.[K+].COCCOC. (4) Given the product [Cl:24][C:25]1[C:26]([O:1][C:2]2[CH:3]=[CH:4][C:5]3[N:9]=[C:8]([CH2:10][O:11][C:12]4[CH:13]=[C:14]([CH:19]=[CH:20][CH:21]=4)[C:15]([O:17][CH3:18])=[O:16])[N:7]([CH3:22])[C:6]=3[CH:23]=2)=[N:27][CH:28]=[CH:29][CH:30]=1, predict the reactants needed to synthesize it. The reactants are: [OH:1][C:2]1[CH:3]=[CH:4][C:5]2[N:9]=[C:8]([CH2:10][O:11][C:12]3[CH:13]=[C:14]([CH:19]=[CH:20][CH:21]=3)[C:15]([O:17][CH3:18])=[O:16])[N:7]([CH3:22])[C:6]=2[CH:23]=1.[Cl:24][C:25]1[C:26](F)=[N:27][CH:28]=[CH:29][CH:30]=1.N1C2C(=CC=C3C=2N=CC=C3)C=CC=1.C(=O)([O-])[O-].[Cs+].[Cs+].[Cl-].[NH4+]. (5) Given the product [Cl:1][C:2]1[CH:7]=[CH:6][C:5]([C:8](=[O:17])[C:9]2[CH:10]=[CH:11][C:12]([O:15][CH3:16])=[CH:13][CH:14]=2)=[CH:4][C:3]=1[S:18]([NH:21][CH2:22][CH2:23][C:24]1[CH:25]=[CH:26][C:27]([F:30])=[CH:28][CH:29]=1)(=[O:19])=[O:20], predict the reactants needed to synthesize it. The reactants are: [Cl:1][C:2]1[CH:7]=[CH:6][C:5]([C:8](=[O:17])[C:9]2[CH:14]=[CH:13][C:12]([O:15][CH3:16])=[CH:11][CH:10]=2)=[CH:4][C:3]=1[S:18]([NH:21][CH2:22][CH2:23][C:24]1[CH:29]=[CH:28][CH:27]=[CH:26][CH:25]=1)(=[O:20])=[O:19].[F:30]C1C=CC(CCN)=CC=1.